Dataset: Full USPTO retrosynthesis dataset with 1.9M reactions from patents (1976-2016). Task: Predict the reactants needed to synthesize the given product. Given the product [Cl:1][C:2]1[CH:3]=[C:4]([CH2:8][C:9]([N:36]([O:37][CH3:38])[CH3:35])=[O:11])[CH:5]=[CH:6][CH:7]=1, predict the reactants needed to synthesize it. The reactants are: [Cl:1][C:2]1[CH:3]=[C:4]([CH2:8][C:9]([OH:11])=O)[CH:5]=[CH:6][CH:7]=1.Cl.CN(C)CCCN=C=NCC.ON1C2C=CC=CC=2N=N1.Cl.[CH3:35][NH:36][O:37][CH3:38].C(N(C(C)C)CC)(C)C.